From a dataset of Forward reaction prediction with 1.9M reactions from USPTO patents (1976-2016). Predict the product of the given reaction. Given the reactants [C:1]([O:5][C:6]([N:8]1[CH2:13][CH:12]=[C:11]([C:14]2[CH:15]=[C:16]([C:26]([O:28][CH2:29][CH3:30])=[O:27])[C:17]3[CH:22]=[N:21][N:20]([CH:23]([CH3:25])[CH3:24])[C:18]=3[N:19]=2)[CH2:10][CH2:9]1)=[O:7])([CH3:4])([CH3:3])[CH3:2], predict the reaction product. The product is: [C:1]([O:5][C:6]([N:8]1[CH2:13][CH2:12][CH:11]([C:14]2[CH:15]=[C:16]([C:26]([O:28][CH2:29][CH3:30])=[O:27])[C:17]3[CH:22]=[N:21][N:20]([CH:23]([CH3:25])[CH3:24])[C:18]=3[N:19]=2)[CH2:10][CH2:9]1)=[O:7])([CH3:2])([CH3:3])[CH3:4].